Dataset: Forward reaction prediction with 1.9M reactions from USPTO patents (1976-2016). Task: Predict the product of the given reaction. (1) The product is: [C:1]([O:5][C:6](=[O:31])[CH2:7][O:8][C:9]1[C:14]2[CH2:15][CH2:16][CH2:17][CH2:18][CH:19]([NH:20][S:21]([C:24]3[CH:29]=[CH:28][C:27]([C:39]4[CH:38]=[CH:37][CH:36]=[C:35]([CH:32]([CH3:34])[CH3:33])[CH:40]=4)=[CH:26][N:25]=3)(=[O:23])=[O:22])[C:13]=2[CH:12]=[CH:11][CH:10]=1)([CH3:4])([CH3:3])[CH3:2]. Given the reactants [C:1]([O:5][C:6](=[O:31])[CH2:7][O:8][C:9]1[C:14]2[CH2:15][CH2:16][CH2:17][CH2:18][CH:19]([NH:20][S:21]([C:24]3[CH:29]=[CH:28][C:27](Br)=[CH:26][N:25]=3)(=[O:23])=[O:22])[C:13]=2[CH:12]=[CH:11][CH:10]=1)([CH3:4])([CH3:3])[CH3:2].[CH:32]([C:35]1[CH:36]=[C:37](B(O)O)[CH:38]=[CH:39][CH:40]=1)([CH3:34])[CH3:33].C([O-])([O-])=O.[K+].[K+], predict the reaction product. (2) Given the reactants F[C:2]1[CH:7]=[CH:6][C:5]([CH2:8][C:9]([O:11][CH3:12])=[O:10])=[CH:4][C:3]=1[N+:13]([O-:15])=[O:14].C(N(CC)CC)C.[SH:23][CH2:24][C:25]([O:27][CH2:28][CH3:29])=[O:26], predict the reaction product. The product is: [CH3:12][O:11][C:9](=[O:10])[CH2:8][C:5]1[CH:6]=[CH:7][C:2]([S:23][CH2:24][C:25]([O:27][CH2:28][CH3:29])=[O:26])=[C:3]([N+:13]([O-:15])=[O:14])[CH:4]=1. (3) The product is: [CH3:1][C:2]1[CH:7]=[C:6]([C:29]2[S:33][C:32]([C:34]3([C:44]#[N:45])[CH2:43][CH2:42][C:37]4([O:41][CH2:40][CH2:39][O:38]4)[CH2:36][CH2:35]3)=[N:31][CH:30]=2)[CH:5]=[C:4]([NH:17][C:18]2[N:23]=[C:22]([C:24]([F:27])([F:25])[F:26])[CH:21]=[CH:20][N:19]=2)[CH:3]=1. Given the reactants [CH3:1][C:2]1[CH:3]=[C:4]([NH:17][C:18]2[N:23]=[C:22]([C:24]([F:27])([F:26])[F:25])[CH:21]=[CH:20][N:19]=2)[CH:5]=[C:6](B2OC(C)(C)C(C)(C)O2)[CH:7]=1.Br[C:29]1[S:33][C:32]([C:34]2([C:44]#[N:45])[CH2:43][CH2:42][C:37]3([O:41][CH2:40][CH2:39][O:38]3)[CH2:36][CH2:35]2)=[N:31][CH:30]=1.C(=O)([O-])[O-].[Cs+].[Cs+].CC(C1C=C(C(C)C)C(C2C=CC=CC=2P(C2CCCCC2)C2CCCCC2)=C(C(C)C)C=1)C, predict the reaction product. (4) Given the reactants [H-].[Na+].[CH3:3][C:4]1[CH:5]=[C:6]([CH:20]=[CH:21][C:22]=1[CH3:23])[C:7]([C:9]1[C:18](=[O:19])[C:17]2[C:12](=[CH:13][CH:14]=[CH:15][CH:16]=2)[NH:11][CH:10]=1)=[O:8].[F:24][C:25]1[CH:32]=[CH:31][CH:30]=[CH:29][C:26]=1[CH2:27]Br, predict the reaction product. The product is: [CH3:3][C:4]1[CH:5]=[C:6]([CH:20]=[CH:21][C:22]=1[CH3:23])[C:7]([CH:9]1[C:18](=[O:19])[C:17]2[C:12](=[CH:13][CH:14]=[CH:15][CH:16]=2)[N:11]([CH2:27][C:26]2[CH:29]=[CH:30][CH:31]=[CH:32][C:25]=2[F:24])[CH2:10]1)=[O:8]. (5) The product is: [Br:21][CH2:1][C:2]1[CH:3]=[CH:4][C:5]([C:8]2[CH:13]=[CH:12][C:11]([C:14]([F:16])([F:17])[F:15])=[CH:10][C:9]=2[N+:18]([O-:20])=[O:19])=[N:6][CH:7]=1. Given the reactants [CH3:1][C:2]1[CH:3]=[CH:4][C:5]([C:8]2[CH:13]=[CH:12][C:11]([C:14]([F:17])([F:16])[F:15])=[CH:10][C:9]=2[N+:18]([O-:20])=[O:19])=[N:6][CH:7]=1.[Br:21]CC1C=CC(C2C=CC([N+]([O-])=O)=CC=2C(F)(F)F)=NC=1, predict the reaction product. (6) Given the reactants [NH:1]1[C:11]2[C:6](=[CH:7][CH:8]=[CH:9][CH:10]=2)[C:4](=[O:5])[C:2]1=[O:3].[H-].[Na+].Br[C:15]1[CH:20]=[CH:19][C:18]([O:21][CH3:22])=[CH:17][CH:16]=1, predict the reaction product. The product is: [CH3:22][O:21][C:18]1[CH:19]=[CH:20][C:15]([N:1]2[C:11]3[C:6](=[CH:7][CH:8]=[CH:9][CH:10]=3)[C:4](=[O:5])[C:2]2=[O:3])=[CH:16][CH:17]=1. (7) Given the reactants C(NC(C)C)(C)C.[CH2:8]([C:10]1[S:14][C:13]([CH3:15])=[N:12][C:11]=1[CH3:16])[CH3:9].[CH2:17]([O:19][P:20](Cl)([O:22][CH2:23][CH3:24])=[O:21])[CH3:18].[Cl-].[NH4+], predict the reaction product. The product is: [CH2:17]([O:19][P:20]([CH2:15][C:13]1[S:14][C:10]([CH2:8][CH3:9])=[C:11]([CH3:16])[N:12]=1)(=[O:21])[O:22][CH2:23][CH3:24])[CH3:18]. (8) Given the reactants Br[CH2:2][C:3]([C:5]1[C:10]([CH3:11])=[CH:9][C:8]([N:12]([CH3:14])[CH3:13])=[CH:7][C:6]=1[CH3:15])=O.[NH2:16][C:17]([NH2:19])=[S:18], predict the reaction product. The product is: [CH3:13][N:12]([CH3:14])[C:8]1[CH:9]=[C:10]([CH3:11])[C:5]([C:3]2[N:16]=[C:17]([NH2:19])[S:18][CH:2]=2)=[C:6]([CH3:15])[CH:7]=1. (9) Given the reactants CC1C=CC(S(O[CH2:12][C@H:13]([F:18])[CH2:14][CH2:15][C:16]#[N:17])(=O)=O)=CC=1.[N-:19]=[N+:20]=[N-:21].[Na+].CCN(C(C)C)C(C)C.[C:32]([O:36][CH2:37][CH3:38])(=[O:35])[C:33]#[CH:34].CC(O)=O, predict the reaction product. The product is: [C:16]([CH2:15][CH2:14][C@@H:13]([F:18])[CH2:12][N:19]1[CH:34]=[C:33]([C:32]([O:36][CH2:37][CH3:38])=[O:35])[N:21]=[N:20]1)#[N:17].